This data is from Catalyst prediction with 721,799 reactions and 888 catalyst types from USPTO. The task is: Predict which catalyst facilitates the given reaction. (1) The catalyst class is: 2. Product: [CH3:1][O:2][C:3]([C:5]1[CH:9]=[CH:8][N:7]([CH2:10][CH2:11][CH2:12][C@H:13]([NH2:21])[C:14]([OH:16])=[O:15])[N:6]=1)=[O:4].[ClH:29]. Reactant: [CH3:1][O:2][C:3]([C:5]1[CH:9]=[CH:8][N:7]([CH2:10][CH2:11][CH2:12][C@H:13]([NH:21]C(OC(C)(C)C)=O)[C:14]([O:16]C(C)(C)C)=[O:15])[N:6]=1)=[O:4].[ClH:29]. (2) Reactant: [Cl:1][C:2]1[CH:3]=[C:4]([CH:9]2[CH:13]([C:14]3[CH:19]=[CH:18][N:17]=[CH:16][CH:15]=3)[N:12]([CH:20]([CH3:22])[CH3:21])[NH:11][C:10]2=[O:23])[CH:5]=[CH:6][C:7]=1[Cl:8].[Li+].[CH3:25][Si]([N-][Si](C)(C)C)(C)C.IC. Product: [Cl:1][C:2]1[CH:3]=[C:4]([CH:9]2[CH:13]([C:14]3[CH:19]=[CH:18][N:17]=[CH:16][CH:15]=3)[N:12]([CH:20]([CH3:21])[CH3:22])[N:11]([CH3:25])[C:10]2=[O:23])[CH:5]=[CH:6][C:7]=1[Cl:8]. The catalyst class is: 1. (3) Reactant: ClC1C=C(C=[CH:10][CH:11]=1)C(OO)=O.C([C:14]1[CH:18]=[CH:17][S:16][C:15]=1[C:19]1[O:20][C:21]2[CH:27]=[CH:26][C:25]([C:28]([F:31])([F:30])[F:29])=[CH:24][C:22]=2[N:23]=1)C.[S:32]([O-])([O-:35])(=[O:34])=S.[Na+].[Na+]. Product: [CH2:10]([S:32]([C:14]1[CH:18]=[CH:17][S:16][C:15]=1[C:19]1[O:20][C:21]2[CH:27]=[CH:26][C:25]([C:28]([F:29])([F:30])[F:31])=[CH:24][C:22]=2[N:23]=1)(=[O:35])=[O:34])[CH3:11]. The catalyst class is: 22. (4) Reactant: P(Cl)(Cl)([Cl:3])=O.[CH2:6]([O:13][C:14]1[CH:23]=[C:22]2[C:17]([C:18](O)=[C:19]([N+:24]([O-:26])=[O:25])[CH:20]=[N:21]2)=[CH:16][CH:15]=1)[C:7]1[CH:12]=[CH:11][CH:10]=[CH:9][CH:8]=1. Product: [CH2:6]([O:13][C:14]1[CH:23]=[C:22]2[C:17]([C:18]([Cl:3])=[C:19]([N+:24]([O-:26])=[O:25])[CH:20]=[N:21]2)=[CH:16][CH:15]=1)[C:7]1[CH:12]=[CH:11][CH:10]=[CH:9][CH:8]=1. The catalyst class is: 174. (5) Reactant: [C:1]1([CH:7]([C:30]2[CH:35]=[CH:34][CH:33]=[CH:32][CH:31]=2)[CH2:8][CH2:9][N:10]([CH:24]2[CH2:29][CH2:28][NH:27][CH2:26][CH2:25]2)[C:11]([NH:13][C:14]2[CH:19]=[CH:18][CH:17]=[C:16]([C:20]([F:23])([F:22])[F:21])[CH:15]=2)=[O:12])[CH:6]=[CH:5][CH:4]=[CH:3][CH:2]=1.[C:36]1([N:42]=[C:43]=[O:44])[CH:41]=[CH:40][CH:39]=[CH:38][CH:37]=1. Product: [C:30]1([CH:7]([C:1]2[CH:6]=[CH:5][CH:4]=[CH:3][CH:2]=2)[CH2:8][CH2:9][N:10]([C:11]([NH:13][C:14]2[CH:19]=[CH:18][CH:17]=[C:16]([C:20]([F:21])([F:23])[F:22])[CH:15]=2)=[O:12])[CH:24]2[CH2:25][CH2:26][N:27]([C:43]([NH:42][C:36]3[CH:41]=[CH:40][CH:39]=[CH:38][CH:37]=3)=[O:44])[CH2:28][CH2:29]2)[CH:35]=[CH:34][CH:33]=[CH:32][CH:31]=1. The catalyst class is: 4. (6) Reactant: C[O:2][C:3](=[O:24])[CH2:4][C:5]1[CH:10]=[CH:9][C:8]([CH2:11][CH2:12][C:13]2[N:14]=[C:15]([NH:18][S:19]([CH2:22][CH3:23])(=[O:21])=[O:20])[S:16][CH:17]=2)=[CH:7][CH:6]=1.[OH-].[Na+]. Product: [CH2:22]([S:19]([NH:18][C:15]1[S:16][CH:17]=[C:13]([CH2:12][CH2:11][C:8]2[CH:7]=[CH:6][C:5]([CH2:4][C:3]([OH:24])=[O:2])=[CH:10][CH:9]=2)[N:14]=1)(=[O:20])=[O:21])[CH3:23]. The catalyst class is: 12.